Dataset: Reaction yield outcomes from USPTO patents with 853,638 reactions. Task: Predict the reaction yield, written as a fraction of the theoretical maximum amount of product (1.0 means a 100% yield; for example, 0.34 means a 34% yield). (1) The reactants are [F:1][C:2]1[CH:3]=[N:4][C:5]([Cl:8])=[N:6][CH:7]=1.[CH:9]([Mg]Cl)([CH3:11])[CH3:10].C(N(CC)CC)C.II. The catalyst is COCCOC.O1CCCC1. The product is [Cl:8][C:5]1[N:6]=[C:7]([CH:9]([CH3:11])[CH3:10])[C:2]([F:1])=[CH:3][N:4]=1. The yield is 0.390. (2) The reactants are [CH3:1][O:2][C:3]1[CH:4]=[C:5]([CH:19]=[CH:20][C:21]=1[O:22][CH2:23][C:24]1[CH:25]=[N:26][C:27]([O:30][CH3:31])=[CH:28][CH:29]=1)[CH2:6][N:7]1[C:11]2[CH:12]=[CH:13][C:14]([C:16](O)=[O:17])=[CH:15][C:10]=2[N:9]=[CH:8]1.[NH:32]([C:34]([CH:36]1[CH2:41][CH2:40][N:39]([C:42]([O:44][C:45]([CH3:48])([CH3:47])[CH3:46])=[O:43])[CH2:38][CH2:37]1)=[O:35])[NH2:33].F[P-](F)(F)(F)(F)F.CN(C(N(C)C)=[N+]1C2C(=NC=CC=2)[N+]([O-])=N1)C.C(NC(C)C)(C)C. The catalyst is ClCCl. The product is [CH3:1][O:2][C:3]1[CH:4]=[C:5]([CH:19]=[CH:20][C:21]=1[O:22][CH2:23][C:24]1[CH:25]=[N:26][C:27]([O:30][CH3:31])=[CH:28][CH:29]=1)[CH2:6][N:7]1[C:11]2[CH:12]=[CH:13][C:14]([C:16]([NH:33][NH:32][C:34]([CH:36]3[CH2:41][CH2:40][N:39]([C:42]([O:44][C:45]([CH3:48])([CH3:47])[CH3:46])=[O:43])[CH2:38][CH2:37]3)=[O:35])=[O:17])=[CH:15][C:10]=2[N:9]=[CH:8]1. The yield is 0.650. (3) The reactants are CS[C:3](=[C:6]([C:12]([O:14]CC)=O)[C:7]([O:9][CH2:10][CH3:11])=[O:8])[S:4][CH3:5].[F:17][C:18]1[CH:23]=[CH:22][C:21]([NH:24][C:25]([C:27]2[CH:32]=[CH:31][C:30]([S:33][CH3:34])=[CH:29][CH:28]=2)=[NH:26])=[CH:20][CH:19]=1.[K+].[Br-]. No catalyst specified. The product is [F:17][C:18]1[CH:23]=[CH:22][C:21]([N:24]2[C:12](=[O:14])[C:6]([C:7]([O:9][CH2:10][CH3:11])=[O:8])=[C:3]([S:4][CH3:5])[N:26]=[C:25]2[C:27]2[CH:32]=[CH:31][C:30]([S:33][CH3:34])=[CH:29][CH:28]=2)=[CH:20][CH:19]=1. The yield is 0.157. (4) The reactants are [CH2:1]([C:4]1[C:5]([Cl:17])=C([CH:9]=[C:10]([Br:16])[C:11]=1[S:12][CH2:13][CH:14]=[CH2:15])C#N)[CH:2]=[CH2:3].[OH-].[Na+].Cl.C[CH2:22][O:23][C:24]([CH3:26])=[O:25]. The catalyst is CCO.O. The product is [Br:16][C:10]1[C:11]([S:12][CH:13]=[CH:14][CH3:15])=[C:4]([CH:1]=[CH:2][CH3:3])[C:5]([Cl:17])=[C:26]([CH:9]=1)[C:24]([O:23][CH3:22])=[O:25]. The yield is 0.630. (5) The reactants are [CH3:1][O:2][C:3](=[O:29])[C:4]1[CH:9]=[CH:8][C:7]([NH:10][C:11](=[O:28])[CH:12]([C:19]2[CH:24]=[CH:23][C:22]([N+:25]([O-])=O)=[CH:21][CH:20]=2)[CH2:13][CH:14]2[CH2:18][CH2:17][CH2:16][CH2:15]2)=[N:6][CH:5]=1.[H][H]. The catalyst is C(OCC)(=O)C.[Pd]. The product is [CH3:1][O:2][C:3](=[O:29])[C:4]1[CH:9]=[CH:8][C:7]([NH:10][C:11](=[O:28])[CH:12]([C:19]2[CH:20]=[CH:21][C:22]([NH2:25])=[CH:23][CH:24]=2)[CH2:13][CH:14]2[CH2:15][CH2:16][CH2:17][CH2:18]2)=[N:6][CH:5]=1. The yield is 0.947. (6) The reactants are OC1C(=O)NN=C(CCC2C=CC=CC=2)C=1.C([O:24][C:25]1[N:26]=[N:27][C:28](/[CH:39]=[CH:40]/[C:41]2[CH:46]=[C:45]([F:47])[C:44]([C:48]([F:51])([F:50])[F:49])=[C:43]([F:52])[CH:42]=2)=[CH:29][C:30]=1[O:31]CC1C=CC=CC=1)C1C=CC=CC=1. The catalyst is C1COCC1. The product is [F:52][C:43]1[CH:42]=[C:41]([CH2:40][CH2:39][C:28]2[CH:29]=[C:30]([OH:31])[C:25](=[O:24])[NH:26][N:27]=2)[CH:46]=[C:45]([F:47])[C:44]=1[C:48]([F:49])([F:50])[F:51]. The yield is 0.100. (7) The catalyst is CN(C=O)C. The reactants are [OH:1][C:2]1[CH:10]=[CH:9][C:5]([C:6]([OH:8])=O)=[C:4]([C:11]2[CH:16]=[CH:15][C:14]([F:17])=[CH:13][CH:12]=2)[CH:3]=1.CN1CCOCC1.Cl.[CH3:26][O:27][C:28](=[O:35])[C@H:29]([CH2:31][CH2:32][S:33][CH3:34])[NH2:30].C(Cl)CCl.C1C=CC2N(O)N=NC=2C=1. The product is [OH:1][C:2]1[CH:10]=[CH:9][C:5]([C:6]([NH:30][C@@H:29]([CH2:31][CH2:32][S:33][CH3:34])[C:28]([O:27][CH3:26])=[O:35])=[O:8])=[C:4]([C:11]2[CH:16]=[CH:15][C:14]([F:17])=[CH:13][CH:12]=2)[CH:3]=1. The yield is 0.510. (8) The reactants are [CH3:1][O:2][C:3]1[CH:8]=[C:7](F)[C:6]([CH3:10])=[CH:5][C:4]=1[N+:11]([O-:13])=[O:12].Cl.Cl.[CH3:16][S:17]([N:20]1[CH2:25][CH2:24][N:23]([CH:26]2[CH2:31][CH2:30][NH:29][CH2:28][CH2:27]2)[CH2:22][CH2:21]1)(=[O:19])=[O:18].C([O-])([O-])=O.[K+].[K+].O. The catalyst is CS(C)=O. The product is [CH3:10][C:6]1[CH:5]=[C:4]([N+:11]([O-:13])=[O:12])[C:3]([O:2][CH3:1])=[CH:8][C:7]=1[N:29]1[CH2:28][CH2:27][CH:26]([N:23]2[CH2:24][CH2:25][N:20]([S:17]([CH3:16])(=[O:19])=[O:18])[CH2:21][CH2:22]2)[CH2:31][CH2:30]1. The yield is 0.550. (9) The reactants are [F:1][C:2]([F:22])([F:21])[CH2:3][O:4][C:5]1[C:10]([N+:11]([O-])=O)=[C:9]([O:14][CH2:15][C:16]([F:19])([F:18])[F:17])[CH:8]=[C:7]([CH3:20])[N:6]=1.S(S([O-])=O)([O-])=O.[Na+].[Na+].S(=O)(=O)(O)O.N. The catalyst is C(O)(C)C.O. The product is [NH2:11][C:10]1[C:5]([O:4][CH2:3][C:2]([F:22])([F:1])[F:21])=[N:6][C:7]([CH3:20])=[CH:8][C:9]=1[O:14][CH2:15][C:16]([F:18])([F:19])[F:17]. The yield is 0.800.